Dataset: Catalyst prediction with 721,799 reactions and 888 catalyst types from USPTO. Task: Predict which catalyst facilitates the given reaction. (1) Reactant: [C:1]([C:3]1[CH:8]=[CH:7][C:6]([NH:9]C(=O)C(C)(C)C)=[C:5]([CH3:16])[C:4]=1[C:17]([F:20])([F:19])[F:18])#[N:2]. Product: [NH2:9][C:6]1[CH:7]=[CH:8][C:3]([C:1]#[N:2])=[C:4]([C:17]([F:18])([F:19])[F:20])[C:5]=1[CH3:16]. The catalyst class is: 422. (2) Reactant: Br[C:2]1[CH:7]=[CH:6][N:5]=[C:4]([CH3:8])[CH:3]=1.[C:9](=[N:22][NH2:23])([C:16]1[CH:21]=[CH:20][CH:19]=[CH:18][CH:17]=1)[C:10]1[CH:15]=[CH:14][CH:13]=[CH:12][CH:11]=1.C1(P(C2C=CC=CC=2)C2C3OC4C(=CC=CC=4P(C4C=CC=CC=4)C4C=CC=CC=4)C(C)(C)C=3C=CC=2)C=CC=CC=1.CC(C)([O-])C.[Na+]. The catalyst class is: 164. Product: [C:10]1([C:9]([C:16]2[CH:21]=[CH:20][CH:19]=[CH:18][CH:17]=2)=[N:22][NH:23][C:7]2[CH:2]=[CH:3][C:4]([CH3:8])=[N:5][CH:6]=2)[CH:11]=[CH:12][CH:13]=[CH:14][CH:15]=1. (3) Reactant: Br[C:2]1[CH:8]=[CH:7][C:5]([NH2:6])=[C:4]([N+:9]([O-:11])=[O:10])[CH:3]=1.[N:12]1[CH:17]=[CH:16][CH:15]=[C:14](B(O)O)[CH:13]=1.P([O-])([O-])([O-])=O.[K+].[K+].[K+]. Product: [N:12]1[CH:17]=[CH:16][CH:15]=[C:14]([C:2]2[CH:8]=[CH:7][C:5]([NH2:6])=[C:4]([N+:9]([O-:11])=[O:10])[CH:3]=2)[CH:13]=1. The catalyst class is: 39. (4) Reactant: [CH3:1][O:2][C:3]1[CH:4]=[C:5]2[C:10](=[CH:11][C:12]=1[O:13][CH3:14])[N:9]=[CH:8][CH:7]=[C:6]2[O:15][C:16]1[CH:22]=[CH:21][C:19]([NH2:20])=[CH:18][CH:17]=1.C1(C)C=CC=CC=1.C(N(CC)CC)C.ClC(Cl)(O[C:41](=[O:47])[O:42][C:43](Cl)(Cl)Cl)Cl.[F:49][C:50]1[CH:60]=[CH:59][CH:58]=[CH:57][C:51]=1[O:52][CH2:53][CH2:54]CO. Product: [CH3:1][O:2][C:3]1[CH:4]=[C:5]2[C:10](=[CH:11][C:12]=1[O:13][CH3:14])[N:9]=[CH:8][CH:7]=[C:6]2[O:15][C:16]1[CH:22]=[CH:21][C:19]([NH:20][C:41](=[O:47])[O:42][CH2:43][CH2:54][CH2:53][O:52][C:51]2[CH:57]=[CH:58][CH:59]=[CH:60][C:50]=2[F:49])=[CH:18][CH:17]=1. The catalyst class is: 2.